Dataset: Forward reaction prediction with 1.9M reactions from USPTO patents (1976-2016). Task: Predict the product of the given reaction. (1) Given the reactants [NH2:1][C:2]1[CH:3]=[C:4]2[C:8](=[CH:9][CH:10]=1)[NH:7][C:6](=[O:11])[CH2:5]2.[F:12][C:13]([F:30])([F:29])[C:14]1[CH:15]=[C:16]([N:20]2[CH2:25][CH2:24][CH:23]([C:26](O)=[O:27])[CH2:22][CH2:21]2)[CH:17]=[CH:18][CH:19]=1, predict the reaction product. The product is: [O:11]=[C:6]1[CH2:5][C:4]2[C:8](=[CH:9][CH:10]=[C:2]([NH:1][C:26]([CH:23]3[CH2:22][CH2:21][N:20]([C:16]4[CH:17]=[CH:18][CH:19]=[C:14]([C:13]([F:30])([F:12])[F:29])[CH:15]=4)[CH2:25][CH2:24]3)=[O:27])[CH:3]=2)[NH:7]1. (2) Given the reactants C(N([CH:7]([CH3:9])[CH3:8])CC)(C)C.Cl.C1(C[N:18]([C:22]2[NH:23][C:24]3[C:25]([N:41]=2)=[N:26][CH:27]=[C:28]([C:30]2[CH:31]=[CH:32][C:33]4[O:39][CH2:38][CH2:37][NH:36][CH2:35][C:34]=4[CH:40]=2)[CH:29]=3)[C:19](=[O:21])[OH:20])C=CC=CC=1.Cl[C:43]1[C:52]2[C:47](=[CH:48][CH:49]=[C:50]([CH3:53])[CH:51]=2)[N:46]=[CH:45][N:44]=1.O, predict the reaction product. The product is: [C:7]1([CH2:8][O:20][C:19](=[O:21])[NH:18][C:22]2[NH:41][C:25]3=[N:26][CH:27]=[C:28]([C:30]4[CH:31]=[CH:32][C:33]5[O:39][CH2:38][CH2:37][N:36]([C:43]6[C:52]7[C:47](=[CH:48][CH:49]=[C:50]([CH3:53])[CH:51]=7)[N:46]=[CH:45][N:44]=6)[CH2:35][C:34]=5[CH:40]=4)[CH:29]=[C:24]3[N:23]=2)[CH:9]=[CH:28][CH:29]=[CH:24][CH:25]=1. (3) Given the reactants [F:1][C:2]1[CH:3]=[C:4]([B:9]([OH:11])[OH:10])[C:5]([CH3:8])=[CH:6][CH:7]=1.O[C:13]([C:16](O)([CH3:18])[CH3:17])([CH3:15])[CH3:14].[O-]S([O-])(=O)=O.[Mg+2], predict the reaction product. The product is: [F:1][C:2]1[CH:3]=[C:4]([B:9]2[O:11][C:16]([CH3:18])([CH3:17])[C:13]([CH3:15])([CH3:14])[O:10]2)[C:5]([CH3:8])=[CH:6][CH:7]=1. (4) Given the reactants [Br:1][C:2]1[C:3]([N:16]([CH3:21])[S:17]([CH3:20])(=[O:19])=[O:18])=[CH:4][C:5]2[O:9][C:8](I)=[C:7]([C:11]([NH:13][CH3:14])=[O:12])[C:6]=2[CH:15]=1.[CH2:22]([C:24]1[S:25][CH:26]=[CH:27][N:28]=1)[CH3:23].C([O-])([O-])=O.[Na+].[Na+], predict the reaction product. The product is: [Br:1][C:2]1[C:3]([N:16]([CH3:21])[S:17]([CH3:20])(=[O:19])=[O:18])=[CH:4][C:5]2[O:9][C:8]([C:26]3[S:25][C:24]([CH2:22][CH3:23])=[N:28][CH:27]=3)=[C:7]([C:11]([NH:13][CH3:14])=[O:12])[C:6]=2[CH:15]=1. (5) Given the reactants [CH3:1][O:2][C:3]1[CH:4]=[C:5]([CH:29]=[CH:30][C:31]=1[O:32][CH3:33])[C:6]([NH:8][CH2:9][C:10]1[CH:15]=[CH:14][CH:13]=[C:12]([C:16](=[O:28])[NH:17][C:18]2[CH:27]=[C:26]3[C:21]([CH2:22][CH2:23][NH:24][CH2:25]3)=[CH:20][CH:19]=2)[CH:11]=1)=[O:7].[C:34](#[N:37])[CH:35]=[CH2:36], predict the reaction product. The product is: [C:34]([CH2:35][CH2:36][N:24]1[CH2:23][CH2:22][C:21]2[C:26](=[CH:27][C:18]([NH:17][C:16]([C:12]3[CH:11]=[C:10]([CH:15]=[CH:14][CH:13]=3)[CH2:9][NH:8][C:6](=[O:7])[C:5]3[CH:29]=[CH:30][C:31]([O:32][CH3:33])=[C:3]([O:2][CH3:1])[CH:4]=3)=[O:28])=[CH:19][CH:20]=2)[CH2:25]1)#[N:37]. (6) Given the reactants [CH2:1]([O:8][C:9]([N:11]1[CH2:15][C@@H:14]([S:16][CH3:17])[CH2:13][C@H:12]1[CH2:18][O:19][Si](C(C)(C)C)(C)C)=[O:10])[C:2]1[CH:7]=[CH:6][CH:5]=[CH:4][CH:3]=1.[F-].C([N+](CCCC)(CCCC)CCCC)CCC.O1CCCC1, predict the reaction product. The product is: [CH2:1]([O:8][C:9]([N:11]1[CH2:15][C@@H:14]([S:16][CH3:17])[CH2:13][C@H:12]1[CH2:18][OH:19])=[O:10])[C:2]1[CH:7]=[CH:6][CH:5]=[CH:4][CH:3]=1. (7) Given the reactants [CH2:1]([NH:3][C:4](=[O:28])[NH:5][C:6]1[N:11]=[CH:10][C:9]([C:12]2[S:13][C:14]([C:23]([O:25]CC)=[O:24])=[C:15]([C:17](=[O:22])[NH:18][CH:19]([CH3:21])[CH3:20])[N:16]=2)=[CH:8][CH:7]=1)[CH3:2].[OH-].[Li+], predict the reaction product. The product is: [CH2:1]([NH:3][C:4](=[O:28])[NH:5][C:6]1[N:11]=[CH:10][C:9]([C:12]2[S:13][C:14]([C:23]([OH:25])=[O:24])=[C:15]([C:17](=[O:22])[NH:18][CH:19]([CH3:21])[CH3:20])[N:16]=2)=[CH:8][CH:7]=1)[CH3:2]. (8) The product is: [Cl:23][C:24]1[CH:25]=[C:26]([CH3:32])[C:27]([CH2:30][N:12]([CH2:11][C:10]2[CH:9]=[CH:8][C:5]([C:6]#[N:7])=[CH:4][C:3]=2[CH2:2][OH:1])[CH:13]2[C:22]3[N:21]=[CH:20][CH:19]=[CH:18][C:17]=3[CH2:16][CH2:15][CH2:14]2)=[N:28][CH:29]=1. Given the reactants [OH:1][CH2:2][C:3]1[CH:4]=[C:5]([CH:8]=[CH:9][C:10]=1[CH2:11][NH:12][CH:13]1[C:22]2[N:21]=[CH:20][CH:19]=[CH:18][C:17]=2[CH2:16][CH2:15][CH2:14]1)[C:6]#[N:7].[Cl:23][C:24]1[CH:25]=[C:26]([CH3:32])[C:27]([CH:30]=O)=[N:28][CH:29]=1.[BH-](OC(C)=O)(OC(C)=O)OC(C)=O.[Na+], predict the reaction product. (9) Given the reactants CCN(C(C)C)C(C)C.[Cl:10][C:11]1[CH:12]=[C:13]([CH:17]=[C:18]([Cl:20])[CH:19]=1)[C:14]([OH:16])=O.CCN=C=NCCCN(C)C.C1C=CC2N(O)N=NC=2C=1.[O:42]=[C:43]([N:61]1[CH2:66][CH2:65][NH:64][CH2:63][CH2:62]1)[CH2:44][NH:45][C:46](=[O:60])[C:47]1[CH:52]=[CH:51][C:50]([NH:53][C:54]2[CH:59]=[CH:58][CH:57]=[CH:56][CH:55]=2)=[CH:49][CH:48]=1.Cl, predict the reaction product. The product is: [Cl:20][C:18]1[CH:17]=[C:13]([CH:12]=[C:11]([Cl:10])[CH:19]=1)[C:14]([N:64]1[CH2:65][CH2:66][N:61]([C:43](=[O:42])[CH2:44][NH:45][C:46](=[O:60])[C:47]2[CH:48]=[CH:49][C:50]([NH:53][C:54]3[CH:55]=[CH:56][CH:57]=[CH:58][CH:59]=3)=[CH:51][CH:52]=2)[CH2:62][CH2:63]1)=[O:16].